Dataset: Full USPTO retrosynthesis dataset with 1.9M reactions from patents (1976-2016). Task: Predict the reactants needed to synthesize the given product. (1) The reactants are: [N:1]1([C:16]([O:18][C:19]([CH3:22])([CH3:21])[CH3:20])=[O:17])[CH2:6][CH2:5][CH:4]([C:7]([O:9]C2C=CC=CN=2)=O)[CH2:3][CH2:2]1.[Cl:23][C:24]1[CH:29]=[CH:28][CH:27]=[CH:26][C:25]=1B(O)O.C1(P(C2C=CC=CC=2)C2C=CC=CC=2)C=CC=CC=1. Given the product [Cl:23][C:24]1[CH:29]=[CH:28][CH:27]=[CH:26][C:25]=1[C:7]([CH:4]1[CH2:3][CH2:2][N:1]([C:16]([O:18][C:19]([CH3:20])([CH3:21])[CH3:22])=[O:17])[CH2:6][CH2:5]1)=[O:9], predict the reactants needed to synthesize it. (2) Given the product [CH2:23]([C:39]1[O:38][C:37](=[O:44])[O:36][C:35]=1[CH2:34][Br:33])[C:24]1[CH:25]=[CH:26][CH:27]=[CH:28][CH:29]=1, predict the reactants needed to synthesize it. The reactants are: O=C(CC1C=CC=CC=1)CC(OCC)=O.CC(C)(C)C(=O)CC(O[CH2:23][C:24]1[CH:29]=[CH:28][CH:27]=[CH:26][CH:25]=1)=O.[Br:33][CH2:34][C:35]1[O:36][C:37](=[O:44])[O:38][C:39]=1C(C)(C)C. (3) Given the product [S:20]1[C:16]([NH:15][C:13](=[O:14])[CH2:12][N:5]2[C:6]3[CH2:7][CH2:8][CH2:9][CH2:10][C:11]=3[C:3]([C:2]([F:29])([F:1])[F:28])=[N:4]2)=[CH:17][C:18]2[CH2:24][CH2:23][CH2:22][CH2:21][C:19]1=2, predict the reactants needed to synthesize it. The reactants are: [F:1][C:2]([F:29])([F:28])[C:3]1[C:11]2[CH2:10][CH2:9][CH2:8][CH2:7][C:6]=2[N:5]([CH2:12][C:13]([NH:15][C:16]2[S:20][C:19]3[CH2:21][CH2:22][CH2:23][CH2:24][C:18]=3[C:17]=2C(O)=O)=[O:14])[N:4]=1.Cl.